The task is: Regression. Given a peptide amino acid sequence and an MHC pseudo amino acid sequence, predict their binding affinity value. This is MHC class II binding data.. This data is from Peptide-MHC class II binding affinity with 134,281 pairs from IEDB. (1) The peptide sequence is KLRSAGELELQFRRV. The MHC is DRB5_0101 with pseudo-sequence DRB5_0101. The binding affinity (normalized) is 0.464. (2) The peptide sequence is GLFGGLNWITKVIMG. The MHC is DRB1_1301 with pseudo-sequence DRB1_1301. The binding affinity (normalized) is 0.628.